From a dataset of Reaction yield outcomes from USPTO patents with 853,638 reactions. Predict the reaction yield, written as a fraction of the theoretical maximum amount of product (1.0 means a 100% yield; for example, 0.34 means a 34% yield). (1) The reactants are [O:1]=[C:2]1[C:11]2[CH:12]=[CH:13][S:14][C:10]=2[C:9]2[CH:8]=[CH:7][C:6]([C:15]([O:17]C)=O)=[CH:5][C:4]=2[NH:3]1.[OH-].[Na+].[NH3:21]. No catalyst specified. The product is [O:1]=[C:2]1[C:11]2[CH:12]=[CH:13][S:14][C:10]=2[C:9]2[CH:8]=[CH:7][C:6]([C:15]([NH2:21])=[O:17])=[CH:5][C:4]=2[NH:3]1. The yield is 0.320. (2) The reactants are [C:1]1([CH2:7][CH2:8][CH2:9][CH2:10][CH2:11][CH2:12][CH2:13][CH2:14][CH2:15][CH2:16][CH2:17][CH3:18])[CH:6]=[CH:5][CH:4]=[CH:3][CH:2]=1.[OH:19][S:20](O)(=[O:22])=[O:21].[OH-].[K+:25]. No catalyst specified. The product is [CH2:7]([C:1]1[CH:6]=[CH:5][C:4]([S:20]([O-:22])(=[O:21])=[O:19])=[CH:3][CH:2]=1)[CH2:8][CH2:9][CH2:10][CH2:11][CH2:12][CH2:13][CH2:14][CH2:15][CH2:16][CH2:17][CH3:18].[K+:25]. The yield is 0.840. (3) The reactants are CC[C@@H]1[C@@H]2C[C@H]([C@@H](OC3C4C(=CC=CC=4)C(O[C@@H]([C:47]4[CH:56]=[CH:55][N:54]=[C:53]5[C:48]=4[CH:49]=[C:50]([O:57]C)C=C5)[C@@H]4N5C[C@H](CC)[C@@H](CC5)C4)=NN=3)[C:47]3[CH:56]=[CH:55][N:54]=[C:53]4[C:48]=3[CH:49]=[C:50]([O:57]C)C=C4)N(CC2)C1.CS([NH-])(=O)=[O:61].[C:64]1([S:70]([N:73]2C3=NC=C(C=C)C=C3[CH:75]=[CH:74]2)(=[O:72])=[O:71])[CH:69]=[CH:68][CH:67]=[CH:66][CH:65]=1.S([O-])([O-])=O.[Na+].[Na+]. The catalyst is C(O)(C)(C)C.O. The product is [C:64]1([S:70]([N:73]2[C:55]3=[N:54][CH:53]=[C:48]([CH:49]([OH:61])[CH2:50][OH:57])[CH:47]=[C:56]3[CH:75]=[CH:74]2)(=[O:72])=[O:71])[CH:69]=[CH:68][CH:67]=[CH:66][CH:65]=1. The yield is 0.940. (4) The reactants are [H-].[Na+].C[O:4][C:5]([C:7]1[CH:12]=[CH:11][C:10]([N:13]2[CH2:17][CH2:16][CH2:15][S:14]2(=[O:19])=[O:18])=[C:9](Cl)[N:8]=1)=[O:6].[CH:21]1([CH2:24][OH:25])[CH2:23][CH2:22]1. No catalyst specified. The product is [CH:21]1([CH2:24][O:25][C:9]2[N:8]=[C:7]([C:5]([OH:4])=[O:6])[CH:12]=[CH:11][C:10]=2[N:13]2[CH2:17][CH2:16][CH2:15][S:14]2(=[O:19])=[O:18])[CH2:23][CH2:22]1. The yield is 0.460. (5) The reactants are [CH:1]1([N:7]2[CH2:11][CH2:10][CH:9]([C:12]([OH:14])=O)[C:8]2=[O:15])[CH2:6][CH2:5][CH2:4][CH2:3][CH2:2]1.[Cl:16][C:17]1[CH:24]=[CH:23][CH:22]=[C:21]([Cl:25])[C:18]=1[CH2:19][NH2:20].C(N=C=NCCCN(C)C)C.ON1C2C=CC=CC=2N=N1. The catalyst is O.C(#N)C. The product is [CH:1]1([N:7]2[CH2:11][CH2:10][CH:9]([C:12]([NH:20][CH2:19][C:18]3[C:17]([Cl:16])=[CH:24][CH:23]=[CH:22][C:21]=3[Cl:25])=[O:14])[C:8]2=[O:15])[CH2:2][CH2:3][CH2:4][CH2:5][CH2:6]1. The yield is 0.890. (6) The reactants are [NH:1](C(OC(C)(C)C)=O)[CH2:2][C:3]([NH:5][CH2:6][C:7]([NH:9][C@H:10]([C:15]([OH:17])=[O:16])[CH2:11][CH:12]([CH3:14])[CH3:13])=[O:8])=[O:4].[CH3:25][N:26]1[C@@H:43]2[CH2:44][C:31]3[CH:32]=[CH:33][C:34]([O:45][CH3:46])=[C:35]4[O:36][C@H:37]5[C:38]([CH2:40][CH2:41][C@@H:42]2[C@:29]5([C:30]=34)[CH2:28][CH2:27]1)=[O:39].Cl. The catalyst is O1CCOCC1. The product is [CH3:14][CH:12]([CH2:11][C@H:10]([NH:9][C:7]([CH2:6][NH:5][C:3]([CH2:2][NH2:1])=[O:4])=[O:8])[C:15]([OH:17])=[O:16])[CH3:13].[CH3:25][N:26]1[C@@H:43]2[CH2:44][C:31]3[CH:32]=[CH:33][C:34]([O:45][CH3:46])=[C:35]4[O:36][C@H:37]5[C:38]([CH2:40][CH2:41][C@@H:42]2[C@:29]5([C:30]=34)[CH2:28][CH2:27]1)=[O:39]. The yield is 0.860. (7) The reactants are [NH2:1][CH2:2][CH2:3][CH2:4][OH:5].[C:6]([CH2:10][C:11](Cl)=[O:12])([CH3:9])([CH3:8])[CH3:7]. The catalyst is ClCCl. The product is [OH:5][CH2:4][CH2:3][CH2:2][NH:1][C:11](=[O:12])[CH2:10][C:6]([CH3:9])([CH3:8])[CH3:7]. The yield is 0.910. (8) The reactants are [OH:1][CH2:2][CH2:3][O:4][CH2:5][CH2:6][O:7][CH2:8][CH2:9][O:10][CH2:11][CH2:12][C:13]([O:15][C:16]([CH3:19])([CH3:18])[CH3:17])=[O:14].[C:20]1(C)[C:21]([S:26](Cl)(=[O:28])=[O:27])=[CH:22][CH:23]=[CH:24][CH:25]=1.N1C=CC=C[CH:32]=1. No catalyst specified. The product is [S:26]([O:1][CH2:2][CH2:3][O:4][CH2:5][CH2:6][O:7][CH2:8][CH2:9][O:10][CH2:11][CH2:12][C:13]([O:15][C:16]([CH3:19])([CH3:18])[CH3:17])=[O:14])([C:21]1[CH:20]=[CH:25][C:24]([CH3:32])=[CH:23][CH:22]=1)(=[O:27])=[O:28]. The yield is 0.900. (9) The catalyst is O1CCOCC1.C1C=CC(P(C2C=CC=CC=2)[C-]2C=CC=C2)=CC=1.C1C=CC(P(C2C=CC=CC=2)[C-]2C=CC=C2)=CC=1.Cl[Pd]Cl.[Fe+2].C1(P(C2C=CC=CC=2)[C-]2C=CC=C2)C=CC=CC=1.[C-]1(P(C2C=CC=CC=2)C2C=CC=CC=2)C=CC=C1.[Fe+2]. The product is [Cl:1][C:2]1[C:7]([C:8]([F:11])([F:10])[F:9])=[CH:6][CH:5]=[CH:4][C:3]=1[C:12]([N:14]1[CH2:19][CH2:18][C:17]2=[C:20]([C:33]3[CH:34]=[N:35][CH:36]=[C:31]([F:30])[CH:32]=3)[NH:21][N:22]=[C:16]2[CH2:15]1)=[O:13]. The yield is 0.420. The reactants are [Cl:1][C:2]1[C:7]([C:8]([F:11])([F:10])[F:9])=[CH:6][CH:5]=[CH:4][C:3]=1[C:12]([N:14]1[CH2:19][CH2:18][C:17]2[C:20](I)=[N:21][N:22](C3CCCCO3)[C:16]=2[CH2:15]1)=[O:13].[F:30][C:31]1[CH:32]=[C:33](B(O)O)[CH:34]=[N:35][CH:36]=1.P([O-])([O-])([O-])=O.[K+].[K+].[K+]. (10) The reactants are [NH2:1]C1C=CC(C2C3C(=NC=NC=3N)N(C3CCN(C4CCN(C)CC4)CC3)N=2)=CC=1[O:31]C.[CH3:33][N:34]1[C:42]2[C:37](=[CH:38][CH:39]=[CH:40][CH:41]=2)[CH:36]=[C:35]1[C:43](Cl)=[O:44].[OH-].[Na+]. The catalyst is N1C=CC=CC=1.ClCCl. The product is [OH-:31].[NH4+:1].[CH3:33][N:34]1[C:42]2[C:37](=[CH:38][CH:39]=[CH:40][CH:41]=2)[CH:36]=[C:35]1[C:43]([NH2:1])=[O:44]. The yield is 0.0200.